Dataset: CYP2C19 inhibition data for predicting drug metabolism from PubChem BioAssay. Task: Regression/Classification. Given a drug SMILES string, predict its absorption, distribution, metabolism, or excretion properties. Task type varies by dataset: regression for continuous measurements (e.g., permeability, clearance, half-life) or binary classification for categorical outcomes (e.g., BBB penetration, CYP inhibition). Dataset: cyp2c19_veith. (1) The result is 0 (non-inhibitor). The drug is CC(=O)OC[C@H]1O[C@@H](O/N=C(\C)CCC(=O)OC[C@@H]2O[C@H](C#Cc3ccccc3)C=C[C@@H]2Oc2ccc(C)cc2)[C@H](OC(C)=O)[C@@H](OC(C)=O)[C@H]1OC(C)=O. (2) The compound is C[N+]1(C)[C@H]2CC(OC(=O)[C@@H](CO)c3ccccc3)C[C@@H]1[C@@H]1O[C@@H]12.O=[N+]([O-])[O-]. The result is 0 (non-inhibitor).